This data is from Full USPTO retrosynthesis dataset with 1.9M reactions from patents (1976-2016). The task is: Predict the reactants needed to synthesize the given product. Given the product [C:18]([O:17][C:15]([N:1]1[CH2:6][CH2:5][O:4][C:3]2[N:7]=[CH:8][C:9]([C:11]([OH:13])=[O:12])=[CH:10][C:2]1=2)=[O:16])([CH3:21])([CH3:19])[CH3:20], predict the reactants needed to synthesize it. The reactants are: [N:1]1([C:15]([O:17][C:18]([CH3:21])([CH3:20])[CH3:19])=[O:16])[CH2:6][CH2:5][O:4][C:3]2[N:7]=[CH:8][C:9]([C:11]([O:13]C)=[O:12])=[CH:10][C:2]1=2.O.[OH-].[Li+].